From a dataset of Full USPTO retrosynthesis dataset with 1.9M reactions from patents (1976-2016). Predict the reactants needed to synthesize the given product. (1) Given the product [C:8]([C:10]1[CH:11]=[C:12]([CH2:16][CH2:17][CH:18]2[CH2:23][CH2:22][N:21]([C:24]([O:26][C:27]3[CH:28]=[N:29][CH:30]=[C:31]([CH:36]=3)[C:32]([OH:34])=[O:33])=[O:25])[CH2:20][CH2:19]2)[CH:13]=[CH:14][CH:15]=1)#[N:9], predict the reactants needed to synthesize it. The reactants are: [OH-].[Na+].C1COCC1.[C:8]([C:10]1[CH:11]=[C:12]([CH2:16][CH2:17][CH:18]2[CH2:23][CH2:22][N:21]([C:24]([O:26][C:27]3[CH:28]=[N:29][CH:30]=[C:31]([CH:36]=3)[C:32]([O:34]C)=[O:33])=[O:25])[CH2:20][CH2:19]2)[CH:13]=[CH:14][CH:15]=1)#[N:9].Cl. (2) Given the product [NH2:19][C:3]1[C:2]([C:25]2[CH:26]=[CH:27][C:22]([OH:21])=[CH:23][CH:24]=2)=[C:7]([CH2:8][CH3:9])[C:6]([C:10]2[CH:15]=[CH:14][C:13]([O:16][CH3:17])=[CH:12][C:11]=2[F:18])=[CH:5][N:4]=1, predict the reactants needed to synthesize it. The reactants are: Br[C:2]1[C:3]([NH2:19])=[N:4][CH:5]=[C:6]([C:10]2[CH:15]=[CH:14][C:13]([O:16][CH3:17])=[CH:12][C:11]=2[F:18])[C:7]=1[CH2:8][CH3:9].O.[OH:21][C:22]1[CH:27]=[CH:26][C:25](B(O)O)=[CH:24][CH:23]=1.C([O-])([O-])=O.[Na+].[Na+]. (3) Given the product [NH2:1][C:2]1[N:7]2[N:8]=[CH:9][C:10]([C:11]3[CH:20]=[N:36][N:13]([CH3:14])[CH:12]=3)=[C:6]2[N:5]=[C:4]([CH:21]2[CH2:26][CH2:25][N:24]([CH2:27][C:28]([O:30][C:31]([CH3:32])([CH3:34])[CH3:33])=[O:29])[CH2:23][CH2:22]2)[CH:3]=1, predict the reactants needed to synthesize it. The reactants are: [NH2:1][C:2]1[N:7]2[N:8]=[CH:9][C:10]([C:11]3[CH:12]=[N:13][C:14]4C([CH:20]=3)=CC=CC=4)=[C:6]2[N:5]=[C:4]([CH:21]2[CH2:26][CH2:25][N:24]([CH2:27][C:28]([O:30][C:31]([CH3:34])([CH3:33])[CH3:32])=[O:29])[CH2:23][CH2:22]2)[CH:3]=1.C[N:36]1C=C(C2C=NN3C(N)=CC(C4CCNCC4)=NC=23)C=N1.N1CCC(C2C=C(N)N3N=CC(C4C=NC5C(C=4)=CC=CC=5)=C3N=2)CC1. (4) Given the product [C:47]1([C:62]2[CH:63]=[CH:64][CH:65]=[CH:66][CH:67]=2)[CH:52]=[CH:51][C:50]([NH:53][C:54]([C:56]2([C:59]([N:40]3[CH2:41][CH2:42][CH:37]([O:36][C:35]4[CH:43]=[CH:44][CH:45]=[CH:46][C:34]=4[Cl:33])[CH2:38][CH2:39]3)=[O:60])[CH2:58][CH2:57]2)=[O:55])=[CH:49][CH:48]=1, predict the reactants needed to synthesize it. The reactants are: C1C=CC2N(O)N=NC=2C=1.CCN(C(C)C)C(C)C.CCN=C=NCCCN(C)C.Cl.Cl.[Cl:33][C:34]1[CH:46]=[CH:45][CH:44]=[CH:43][C:35]=1[O:36][CH:37]1[CH2:42][CH2:41][NH:40][CH2:39][CH2:38]1.[C:47]1([C:62]2[CH:67]=[CH:66][CH:65]=[CH:64][CH:63]=2)[CH:52]=[CH:51][C:50]([NH:53][C:54]([C:56]2([C:59](O)=[O:60])[CH2:58][CH2:57]2)=[O:55])=[CH:49][CH:48]=1. (5) Given the product [N:14]1[C:13]2[NH:9][CH:10]=[CH:11][C:12]=2[C:17]([C:18]2[CH:19]=[N:20][N:21]([C:23]3([CH2:32][C:33]#[N:34])[CH2:24][N:25]([S:27]([CH2:30][CH3:31])(=[O:29])=[O:28])[CH2:26]3)[CH:22]=2)=[CH:16][N:15]=1, predict the reactants needed to synthesize it. The reactants are: C(OC[N:9]1[C:13]2[N:14]=[N:15][CH:16]=[C:17]([C:18]3[CH:19]=[N:20][N:21]([C:23]4([CH2:32][C:33]#[N:34])[CH2:26][N:25]([S:27]([CH2:30][CH3:31])(=[O:29])=[O:28])[CH2:24]4)[CH:22]=3)[C:12]=2[CH:11]=[CH:10]1)(=O)C(C)(C)C.[OH-].[Na+].